This data is from Reaction yield outcomes from USPTO patents with 853,638 reactions. The task is: Predict the reaction yield, written as a fraction of the theoretical maximum amount of product (1.0 means a 100% yield; for example, 0.34 means a 34% yield). (1) The reactants are [CH3:1][C:2]1[NH:7][C:6](=[O:8])[C:5]([CH2:9][NH:10]C(=O)OC(C)(C)C)=[C:4]([NH:18][CH3:19])[CH:3]=1.[ClH:20].CO. No catalyst specified. The product is [ClH:20].[NH2:10][CH2:9][C:5]1[C:6](=[O:8])[NH:7][C:2]([CH3:1])=[CH:3][C:4]=1[NH:18][CH3:19]. The yield is 0.780. (2) The catalyst is [Pd].C(O)C. The product is [CH3:9][C@@H:7]1[CH2:6][C:4](=[O:5])[CH2:3][C@H:2]([CH3:1])[O:8]1. The yield is 0.990. The reactants are [CH3:1][C:2]1[O:8][C:7]([CH3:9])=[CH:6][C:4](=[O:5])[CH:3]=1. (3) The reactants are [I:1][C:2]1[CH:10]=[CH:9][C:5]([C:6](Cl)=[O:7])=[CH:4][CH:3]=1.[NH2:11][C:12]1[N:16]([C:17]([O:19][C:20]([CH3:23])([CH3:22])[CH3:21])=[O:18])[N:15]=[C:14]([CH2:24][CH2:25][C:26]2[CH:31]=[C:30]([O:32][CH3:33])[CH:29]=[C:28]([O:34][CH3:35])[CH:27]=2)[CH:13]=1.N1C=CC=CC=1. The catalyst is C(Cl)Cl. The product is [CH3:33][O:32][C:30]1[CH:31]=[C:26]([CH:27]=[C:28]([O:34][CH3:35])[CH:29]=1)[CH2:25][CH2:24][C:14]1[CH:13]=[C:12]([NH:11][C:6](=[O:7])[C:5]2[CH:9]=[CH:10][C:2]([I:1])=[CH:3][CH:4]=2)[N:16]([C:17]([O:19][C:20]([CH3:22])([CH3:23])[CH3:21])=[O:18])[N:15]=1. The yield is 0.411. (4) The reactants are [C:1]1([CH2:7][CH2:8][C:9]([OH:11])=O)[CH:6]=[CH:5][CH:4]=[CH:3][CH:2]=1.CN(C(ON1N=NC2C=CC=CC1=2)=[N+](C)C)C.F[P-](F)(F)(F)(F)F.[NH2:36][C:37]1[CH:38]=[C:39]([C:59](=[O:66])[NH:60][C:61]2[NH:62][CH:63]=[CH:64][N:65]=2)[C:40]2[N:44]=[C:43]([NH:45][C:46]([C:48]3[N:49]=[CH:50][C:51]4[C:56]([CH:57]=3)=[CH:55][CH:54]=[CH:53][CH:52]=4)=[O:47])[NH:42][C:41]=2[CH:58]=1. The catalyst is CN(C=O)C.CCN(C(C)C)C(C)C.[Cl-].[Na+].O. The product is [NH:62]1[CH:63]=[CH:64][N:65]=[C:61]1[NH:60][C:59]([C:39]1[C:40]2[NH:44][C:43]([NH:45][C:46]([C:48]3[N:49]=[CH:50][C:51]4[C:56]([CH:57]=3)=[CH:55][CH:54]=[CH:53][CH:52]=4)=[O:47])=[N:42][C:41]=2[CH:58]=[C:37]([NH:36][C:9](=[O:11])[CH2:8][CH2:7][C:1]2[CH:2]=[CH:3][CH:4]=[CH:5][CH:6]=2)[CH:38]=1)=[O:66]. The yield is 0.660. (5) The reactants are O[C:2]1[CH:3]=[CH:4][CH:5]=[C:6]([C:8]2[N:12]([C:13]3[CH:18]=[CH:17][C:16]([O:19][CH3:20])=[CH:15][CH:14]=3)[N:11]=[C:10]([C:21]([F:24])([F:23])[F:22])[C:9]=2[CH3:25])[CH:7]=1.Br[CH2:27][CH2:28][O:29][Si:30]([C:33]([CH3:36])([CH3:35])[CH3:34])([CH3:32])[CH3:31].[H-].[Na+].CN(C=[O:43])C. No catalyst specified. The product is [Si:30]([O:29][CH2:28][CH2:27][O:43][C:3]1[CH:2]=[CH:7][C:6]([C:8]2[N:12]([C:13]3[CH:18]=[CH:17][C:16]([O:19][CH3:20])=[CH:15][CH:14]=3)[N:11]=[C:10]([C:21]([F:23])([F:22])[F:24])[C:9]=2[CH3:25])=[CH:5][CH:4]=1)([C:33]([CH3:36])([CH3:35])[CH3:34])([CH3:32])[CH3:31]. The yield is 0.730. (6) The reactants are [CH3:1][C:2]1[CH:3]=[C:4]([CH:6]=[C:7]([CH2:16][N:17]2[CH2:21][CH2:20][CH2:19][CH2:18]2)[C:8]=1[N:9]1[CH2:14][CH2:13][N:12]([CH3:15])[CH2:11][CH2:10]1)[NH2:5].Cl[C:23]1[C:32]2[C:27](=[CH:28][C:29]([Cl:33])=[CH:30][CH:31]=2)[N:26]=[CH:25][CH:24]=1.Cl. The catalyst is C(#N)C. The product is [Cl:33][C:29]1[CH:28]=[C:27]2[C:32]([C:23]([NH:5][C:4]3[CH:6]=[C:7]([CH2:16][N:17]4[CH2:21][CH2:20][CH2:19][CH2:18]4)[C:8]([N:9]4[CH2:10][CH2:11][N:12]([CH3:15])[CH2:13][CH2:14]4)=[C:2]([CH3:1])[CH:3]=3)=[CH:24][CH:25]=[N:26]2)=[CH:31][CH:30]=1. The yield is 0.840. (7) The reactants are [N:1]1[C:10]2[C:5](=[CH:6][CH:7]=[CH:8][CH:9]=2)[CH:4]=[CH:3][C:2]=1[CH2:11][O:12][C:13]1[CH:18]=[CH:17][C:16]([CH2:19][C:20]([O:22]CC)=[O:21])=[CH:15][CH:14]=1.CO.C1COCC1.O[Li].O. The catalyst is O. The product is [N:1]1[C:10]2[C:5](=[CH:6][CH:7]=[CH:8][CH:9]=2)[CH:4]=[CH:3][C:2]=1[CH2:11][O:12][C:13]1[CH:14]=[CH:15][C:16]([CH2:19][C:20]([OH:22])=[O:21])=[CH:17][CH:18]=1. The yield is 0.400.